This data is from Forward reaction prediction with 1.9M reactions from USPTO patents (1976-2016). The task is: Predict the product of the given reaction. Given the reactants [O:1]=[C:2]1[C:11]2[C:6](=[CH:7][CH:8]=[C:9]([C:12]#[N:13])[CH:10]=2)[N:5]=[C:4]([C:14]2[CH:19]=[CH:18][CH:17]=[CH:16][CH:15]=2)[NH:3]1.C1COCC1.[BH4-].[Na+], predict the reaction product. The product is: [NH2:13][CH2:12][C:9]1[CH:10]=[C:11]2[C:6](=[CH:7][CH:8]=1)[N:5]=[C:4]([C:14]1[CH:19]=[CH:18][CH:17]=[CH:16][CH:15]=1)[NH:3][C:2]2=[O:1].